Dataset: Full USPTO retrosynthesis dataset with 1.9M reactions from patents (1976-2016). Task: Predict the reactants needed to synthesize the given product. Given the product [CH2:14]([N:11]1[C:6]2=[N:7][C:8]([CH2:9][CH3:10])=[C:3]([CH2:2][NH:1][C:29]([C:23]3([C:26]([OH:28])=[O:27])[CH2:25][CH2:24]3)=[O:30])[C:4]([NH:16][CH:17]3[CH2:18][CH2:19][O:20][CH2:21][CH2:22]3)=[C:5]2[CH:13]=[N:12]1)[CH3:15], predict the reactants needed to synthesize it. The reactants are: [NH2:1][CH2:2][C:3]1[C:8]([CH2:9][CH3:10])=[N:7][C:6]2[N:11]([CH2:14][CH3:15])[N:12]=[CH:13][C:5]=2[C:4]=1[NH:16][CH:17]1[CH2:22][CH2:21][O:20][CH2:19][CH2:18]1.[C:23]1([C:29](O)=[O:30])([C:26]([OH:28])=[O:27])[CH2:25][CH2:24]1.C1C=CC2N(O)N=NC=2C=1.C(Cl)CCl.